Dataset: Full USPTO retrosynthesis dataset with 1.9M reactions from patents (1976-2016). Task: Predict the reactants needed to synthesize the given product. Given the product [I:12][C:8]1[CH:7]=[C:6]2[C:11]([C:2]([NH:4][CH:3]([CH3:13])[CH3:2])=[C:3]([C:13]([NH2:15])=[O:14])[N:4]=[N:5]2)=[CH:10][CH:9]=1, predict the reactants needed to synthesize it. The reactants are: Cl[C:2]1[C:11]2[C:6](=[CH:7][C:8]([I:12])=[CH:9][CH:10]=2)[N:5]=[N:4][C:3]=1[C:13]([NH2:15])=[O:14].